This data is from Peptide-MHC class II binding affinity with 134,281 pairs from IEDB. The task is: Regression. Given a peptide amino acid sequence and an MHC pseudo amino acid sequence, predict their binding affinity value. This is MHC class II binding data. (1) The binding affinity (normalized) is 0.180. The peptide sequence is DKLTGPFTVRYTTEG. The MHC is DRB1_0405 with pseudo-sequence DRB1_0405. (2) The peptide sequence is SVEESEMFMPRSIGG. The MHC is HLA-DQA10601-DQB10402 with pseudo-sequence HLA-DQA10601-DQB10402. The binding affinity (normalized) is 0.514. (3) The peptide sequence is YDKFLANVSTVVTGK. The MHC is DRB1_1602 with pseudo-sequence DRB1_1602. The binding affinity (normalized) is 0.666. (4) The peptide sequence is KFITHSVTFSEINKA. The MHC is DRB3_0101 with pseudo-sequence DRB3_0101. The binding affinity (normalized) is 0.347.